From a dataset of Reaction yield outcomes from USPTO patents with 853,638 reactions. Predict the reaction yield, written as a fraction of the theoretical maximum amount of product (1.0 means a 100% yield; for example, 0.34 means a 34% yield). (1) The reactants are [CH3:1][N:2]([CH3:37])[C:3](=[O:36])[O:4][C:5]1[CH:10]=[CH:9][C:8]([C:11](Br)([OH:32])[CH2:12][CH2:13][O:14][Si:15]([C:28]([CH3:31])([CH3:30])[CH3:29])([C:22]2[CH:27]=[CH:26][CH:25]=[CH:24][CH:23]=2)[C:16]2[CH:21]=[CH:20][CH:19]=[CH:18][CH:17]=2)=[C:7]([CH:34]=[CH2:35])[CH:6]=1.[CH2:38]([NH2:41])[CH:39]=[CH2:40]. The catalyst is C(#N)C. The yield is 0.720. The product is [CH3:1][N:2]([CH3:37])[C:3](=[O:36])[O:4][C:5]1[CH:10]=[CH:9][C:8]([C:11]([NH:41][CH2:38][CH:39]=[CH2:40])([OH:32])[CH2:12][CH2:13][O:14][Si:15]([C:28]([CH3:31])([CH3:30])[CH3:29])([C:22]2[CH:27]=[CH:26][CH:25]=[CH:24][CH:23]=2)[C:16]2[CH:21]=[CH:20][CH:19]=[CH:18][CH:17]=2)=[C:7]([CH:34]=[CH2:35])[CH:6]=1. (2) The reactants are Cl[CH2:2][CH2:3][CH2:4][C:5]#[C:6][C:7]1[CH:12]=[CH:11][CH:10]=[CH:9][N:8]=1.[CH3:13][N:14]1[C:18]2[CH:19]=[CH:20][CH:21]=[CH:22][C:17]=2[NH:16][C:15]1=[O:23].C([O-])([O-])=O.[K+].[K+]. The catalyst is CN(C=O)C. The product is [CH3:13][N:14]1[C:18]2[CH:19]=[CH:20][CH:21]=[CH:22][C:17]=2[N:16]([CH2:2][CH2:3][CH2:4][C:5]#[C:6][C:7]2[CH:12]=[CH:11][CH:10]=[CH:9][N:8]=2)[C:15]1=[O:23]. The yield is 0.430. (3) The reactants are [NH2:1][C@H:2]1[CH2:6][CH2:5][N:4]([CH:7]2[CH2:12][CH2:11][N:10]([C:13]([O:15][CH2:16][C:17]3[CH:22]=[CH:21][CH:20]=[CH:19][CH:18]=3)=[O:14])[CH2:9][CH2:8]2)[C:3]1=[O:23].F[C:25]1[CH:30]=[CH:29][C:28]([S:31]([CH3:34])(=[O:33])=[O:32])=[CH:27][C:26]=1[F:35].C([O-])([O-])=O.[Na+].[Na+].O. The catalyst is CS(C)=O. The product is [F:35][C:26]1[CH:27]=[C:28]([S:31]([CH3:34])(=[O:33])=[O:32])[CH:29]=[CH:30][C:25]=1[NH:1][C@H:2]1[CH2:6][CH2:5][N:4]([CH:7]2[CH2:12][CH2:11][N:10]([C:13]([O:15][CH2:16][C:17]3[CH:22]=[CH:21][CH:20]=[CH:19][CH:18]=3)=[O:14])[CH2:9][CH2:8]2)[C:3]1=[O:23]. The yield is 0.420.